This data is from Full USPTO retrosynthesis dataset with 1.9M reactions from patents (1976-2016). The task is: Predict the reactants needed to synthesize the given product. (1) Given the product [NH2:1][C:2]1[CH:3]=[CH:4][C:5]([C:21]2[CH2:22][CH2:23][C:18]3([O:17][CH2:16][CH2:15][O:14]3)[CH2:19][CH:20]=2)=[C:6]2[C:10]=1[C:9](=[O:11])[N:8]([CH3:12])[CH2:7]2, predict the reactants needed to synthesize it. The reactants are: [NH2:1][C:2]1[CH:3]=[CH:4][C:5](Br)=[C:6]2[C:10]=1[C:9](=[O:11])[N:8]([CH3:12])[CH2:7]2.[O:14]1[C:18]2([CH2:23][CH2:22][C:21](B3OC(C)(C)C(C)(C)O3)=[CH:20][CH2:19]2)[O:17][CH2:16][CH2:15]1.C(=O)([O-])[O-].[K+].[K+].ClCCl. (2) The reactants are: [Cl:1][C:2]1[CH:3]=[C:4]([NH:14][C:15](=[O:20])[CH2:16][C:17](=O)[CH3:18])[CH:5]=[CH:6][C:7]=1[N:8]1[CH2:13][CH2:12][O:11][CH2:10][CH2:9]1.[NH3:21]. Given the product [NH2:21]/[C:17](/[CH3:18])=[CH:16]\[C:15]([NH:14][C:4]1[CH:5]=[CH:6][C:7]([N:8]2[CH2:13][CH2:12][O:11][CH2:10][CH2:9]2)=[C:2]([Cl:1])[CH:3]=1)=[O:20], predict the reactants needed to synthesize it. (3) Given the product [CH2:1]([N:8]1[C:9]2[CH:14]=[C:13]([Br:15])[CH:12]=[CH:11][C:10]=2[N:16]=[CH:17]1)[C:2]1[CH:3]=[CH:4][CH:5]=[CH:6][CH:7]=1, predict the reactants needed to synthesize it. The reactants are: [CH2:1]([NH:8][C:9]1[C:10]([NH2:16])=[CH:11][CH:12]=[C:13]([Br:15])[CH:14]=1)[C:2]1[CH:7]=[CH:6][CH:5]=[CH:4][CH:3]=1.[CH3:17]C1C=CC(S(O)(=O)=O)=CC=1.O. (4) The reactants are: [CH2:1]([C:3]1[C:12]([C:13]2[S:17][C:16]([C:18]3[CH:19]=[CH:20][C:21]([O:26][CH:27]([CH3:29])[CH3:28])=[C:22]([CH:25]=3)[C:23]#[N:24])=[N:15][CH:14]=2)=[CH:11][CH:10]=[C:9]2[C:4]=1[CH2:5][CH2:6][NH:7][CH2:8]2)[CH3:2].Br[CH2:31][CH2:32][CH2:33][C:34]([O:36]CC)=[O:35].C([O-])([O-])=O.[K+].[K+].[OH-].[Li+]. Given the product [C:23]([C:22]1[CH:25]=[C:18]([C:16]2[S:17][C:13]([C:12]3[C:3]([CH2:1][CH3:2])=[C:4]4[C:9](=[CH:10][CH:11]=3)[CH2:8][N:7]([CH2:31][CH2:32][CH2:33][C:34]([OH:36])=[O:35])[CH2:6][CH2:5]4)=[CH:14][N:15]=2)[CH:19]=[CH:20][C:21]=1[O:26][CH:27]([CH3:28])[CH3:29])#[N:24], predict the reactants needed to synthesize it. (5) Given the product [CH2:4]([N:5]1[C:13]2[C:8](=[C:9]([NH:14][C:31]([C:28]3[N:25]4[CH:26]=[CH:27][C:22]([O:21][CH3:20])=[CH:23][C:24]4=[N:30][CH:29]=3)=[O:32])[CH:10]=[CH:11][CH:12]=2)[CH:7]=[N:6]1)[C:3]1[CH:15]=[CH:16][CH:17]=[CH:18][CH:2]=1, predict the reactants needed to synthesize it. The reactants are: F[C:2]1[CH:18]=[C:17](F)[CH:16]=[CH:15][C:3]=1[CH2:4][N:5]1[C:13]2[CH:12]=[CH:11][CH:10]=[C:9]([NH2:14])[C:8]=2[CH:7]=[N:6]1.[CH3:20][O:21][C:22]1[CH:27]=[CH:26][N:25]2[C:28]([C:31](O)=[O:32])=[CH:29][N:30]=[C:24]2[CH:23]=1.C(N1C2C=CC=C(N)C=2C=N1)C1C=CC=CC=1. (6) Given the product [Cl:1][C:2]1[CH:3]=[C:4]([CH:29]=[CH:30][C:31]=1[F:32])[CH2:5][N:6]1[CH2:15][CH2:14][C:13]2[C:8](=[C:9]([O:27][CH3:33])[C:10](=[O:26])[N:11]([CH2:20][CH2:21][CH2:22][CH2:23][NH:24][CH3:25])[C:12]=2[C:16]([O:18][CH3:19])=[O:17])[C:7]1=[O:28], predict the reactants needed to synthesize it. The reactants are: [Cl:1][C:2]1[CH:3]=[C:4]([CH:29]=[CH:30][C:31]=1[F:32])[CH2:5][N:6]1[CH2:15][CH2:14][C:13]2[C:8](=[C:9]([OH:27])[C:10](=[O:26])[N:11]([CH2:20][CH2:21][CH2:22][CH2:23][NH:24][CH3:25])[C:12]=2[C:16]([O:18][CH3:19])=[O:17])[C:7]1=[O:28].[CH3:33][Si](C=[N+]=[N-])(C)C.CCCCCC. (7) Given the product [Cl:11][C:12]1[C:17]([C:18]2[CH:19]=[CH:20][CH:21]=[CH:22][CH:23]=2)=[N:16][N:15]=[C:14]2[N:24]([CH2:28][CH2:29][N:30]3[CH2:34][CH2:33][C@@H:32]([F:35])[CH2:31]3)[N:25]=[C:26]([C:4]3[CH:5]=[CH:6][CH:7]=[C:2]([F:1])[CH:3]=3)[C:13]=12, predict the reactants needed to synthesize it. The reactants are: [F:1][C:2]1[CH:3]=[C:4](B(O)O)[CH:5]=[CH:6][CH:7]=1.[Cl:11][C:12]1[C:17]([C:18]2[CH:23]=[CH:22][CH:21]=[CH:20][CH:19]=2)=[N:16][N:15]=[C:14]2[N:24]([CH2:28][CH2:29][N:30]3[CH2:34][CH2:33][C@@H:32]([F:35])[CH2:31]3)[N:25]=[C:26](I)[C:13]=12. (8) Given the product [Cl:14][C:8]1[CH:9]=[CH:10][C:11]([Cl:13])=[CH:12][C:7]=1[CH:5]1[C:4](=[O:15])[C:3]([O:16][S:31]([CH2:30][C:24]2[CH:29]=[CH:28][CH:27]=[CH:26][CH:25]=2)(=[O:33])=[O:32])=[C:2]([NH2:1])[O:6]1, predict the reactants needed to synthesize it. The reactants are: [NH2:1][C:2]1[O:6][CH:5]([C:7]2[CH:12]=[C:11]([Cl:13])[CH:10]=[CH:9][C:8]=2[Cl:14])[C:4](=[O:15])[C:3]=1[OH:16].C(N(CC)CC)C.[C:24]1([CH2:30][S:31](Cl)(=[O:33])=[O:32])[CH:29]=[CH:28][CH:27]=[CH:26][CH:25]=1.[Cl-].[NH4+]. (9) The reactants are: [Cl:1][C:2]1[C:26]([O:27][CH3:28])=[CH:25][C:5]([O:6][CH2:7][CH:8]([OH:24])[CH2:9][N:10]2[CH2:15][CH2:14][CH:13]([O:16][C:17]3[CH:22]=[CH:21][C:20]([Cl:23])=[CH:19][CH:18]=3)[CH2:12][CH2:11]2)=[C:4]([N+:29]([O-])=O)[CH:3]=1.O.O.Cl[Sn]Cl. Given the product [NH2:29][C:4]1[CH:3]=[C:2]([Cl:1])[C:26]([O:27][CH3:28])=[CH:25][C:5]=1[O:6][CH2:7][CH:8]([OH:24])[CH2:9][N:10]1[CH2:15][CH2:14][CH:13]([O:16][C:17]2[CH:18]=[CH:19][C:20]([Cl:23])=[CH:21][CH:22]=2)[CH2:12][CH2:11]1, predict the reactants needed to synthesize it. (10) Given the product [NH2:1][C:2]1[CH:7]=[CH:6][CH:5]=[C:4]([O:8][CH2:9][C:10]2[CH:11]=[CH:12][CH:13]=[CH:14][CH:15]=2)[C:3]=1[S:16][C@@H:17]([C:24]1[CH:29]=[CH:28][C:27]([O:30][CH3:31])=[CH:26][CH:25]=1)[C@@H:18]([OH:23])[C:19]([OH:21])=[O:20], predict the reactants needed to synthesize it. The reactants are: [NH2:1][C:2]1[CH:7]=[CH:6][CH:5]=[C:4]([O:8][CH2:9][C:10]2[CH:15]=[CH:14][CH:13]=[CH:12][CH:11]=2)[C:3]=1[S:16][C@@H:17]([C:24]1[CH:29]=[CH:28][C:27]([O:30][CH3:31])=[CH:26][CH:25]=1)[C@@H:18]([OH:23])[C:19]([O:21]C)=[O:20].C(=O)(O)[O-].[Na+].O.